From a dataset of Full USPTO retrosynthesis dataset with 1.9M reactions from patents (1976-2016). Predict the reactants needed to synthesize the given product. The reactants are: [F:1][C:2]1[CH:7]=[CH:6][C:5]([C:8]2[O:9]C=[N:11][N:12]=2)=[CH:4][CH:3]=1.FC1C=CC(CCC([O-])=O)=CC=1.O.NN. Given the product [F:1][C:2]1[CH:7]=[CH:6][C:5]([C:8]([NH:12][NH2:11])=[O:9])=[CH:4][CH:3]=1, predict the reactants needed to synthesize it.